From a dataset of Full USPTO retrosynthesis dataset with 1.9M reactions from patents (1976-2016). Predict the reactants needed to synthesize the given product. (1) Given the product [OH:8][C:9]1[CH:14]=[C:13]([CH2:30][CH:31]([CH3:39])[CH2:32][C:33]2[CH:38]=[CH:37][CH:36]=[CH:35][CH:34]=2)[CH:12]=[CH:11][C:10]=1[N:16]1[S:20](=[O:21])(=[O:22])[NH:19][C:18](=[O:29])[CH2:17]1, predict the reactants needed to synthesize it. The reactants are: C([O:8][C:9]1[CH:14]=[C:13](I)[CH:12]=[CH:11][C:10]=1[N:16]1[S:20](=[O:22])(=[O:21])[N:19](CC[Si](C)(C)C)[C:18](=[O:29])[CH2:17]1)C1C=CC=CC=1.[CH3:30][C:31](=[CH2:39])[CH2:32][C:33]1[CH:38]=[CH:37][CH:36]=[CH:35][CH:34]=1. (2) Given the product [CH3:1][C@@H:2]1[CH2:7][C@H:6]([OH:8])[C@@H:5]([C:9]([CH3:11])=[CH2:10])[CH2:4][CH2:3]1, predict the reactants needed to synthesize it. The reactants are: [CH3:1][C@H:2]1[CH2:7][C@@H:6]([OH:8])[C@H:5]([C:9]([CH3:11])=[CH2:10])[CH2:4][CH2:3]1. (3) Given the product [CH:38]([Si:37]([CH:44]([CH3:46])[CH3:45])([CH:41]([CH3:43])[CH3:42])[O:20][C@H:11]([C@H:12]([CH:18]=[CH2:19])[CH2:13][CH2:14][CH:15]([CH3:16])[CH3:17])[C@@H:9]([O:8][CH2:7][C:6]1[CH:5]=[CH:4][C:3]([O:2][CH3:1])=[CH:22][CH:21]=1)[CH3:10])([CH3:40])[CH3:39], predict the reactants needed to synthesize it. The reactants are: [CH3:1][O:2][C:3]1[CH:22]=[CH:21][C:6]([CH2:7][O:8][C@H:9]([C@H:11]([OH:20])[C@H:12]([CH:18]=[CH2:19])[CH2:13][CH2:14][CH:15]([CH3:17])[CH3:16])[CH3:10])=[CH:5][CH:4]=1.CC1C=CC=C(C)N=1.FC(F)(F)S(O[Si:37]([CH:44]([CH3:46])[CH3:45])([CH:41]([CH3:43])[CH3:42])[CH:38]([CH3:40])[CH3:39])(=O)=O.C(=O)(O)[O-].[Na+]. (4) Given the product [ClH:8].[NH:1]1[CH:5]=[CH:4][C:3]([C:6](=[NH:7])[O:11][CH2:9][CH3:10])=[N:2]1, predict the reactants needed to synthesize it. The reactants are: [NH:1]1[CH:5]=[CH:4][C:3]([C:6]#[N:7])=[N:2]1.[ClH:8].[CH2:9]([OH:11])[CH3:10]. (5) Given the product [CH2:1]([N:4]1[CH2:9][CH2:8][N:7]([C:10]2[N:15]=[CH:14][C:13]([O:16][S:17]([C:20]3[CH:21]=[CH:22][C:23]([CH:26]([CH3:27])[CH3:28])=[CH:24][CH:25]=3)(=[O:19])=[O:18])=[CH:12][CH:11]=2)[CH2:6][CH2:5]1)[CH2:2][CH3:3], predict the reactants needed to synthesize it. The reactants are: [CH2:1]([N:4]1[CH2:9][CH2:8][N:7]([C:10]2[N:15]=[CH:14][C:13]([O:16][S:17]([C:20]3[CH:25]=[CH:24][C:23]([CH:26]([CH3:28])[CH3:27])=[CH:22][CH:21]=3)(=[O:19])=[O:18])=[CH:12][CH:11]=2)[CH2:6][CH2:5]1)[CH:2]=[CH2:3].[H][H]. (6) The reactants are: [OH-].[Na+].[CH3:3][O:4][C:5]1[CH:14]=[C:13]2[C:8]([NH:9][CH2:10][C:11](=[O:15])[NH:12]2)=[CH:7][CH:6]=1.OO. Given the product [CH3:3][O:4][C:5]1[CH:14]=[C:13]2[C:8]([N:9]=[CH:10][C:11](=[O:15])[NH:12]2)=[CH:7][CH:6]=1, predict the reactants needed to synthesize it. (7) Given the product [O:2]=[CH:3][CH2:4][N:5]1[CH:9]=[C:8]([NH:10][C:11]([C:13]2[N:14]=[CH:15][O:16][C:17]=2[C:18]2[CH:19]=[C:20]([CH3:24])[CH:21]=[CH:22][CH:23]=2)=[O:12])[CH:7]=[N:6]1, predict the reactants needed to synthesize it. The reactants are: C[O:2][CH:3](OC)[CH2:4][N:5]1[CH:9]=[C:8]([NH:10][C:11]([C:13]2[N:14]=[CH:15][O:16][C:17]=2[C:18]2[CH:19]=[C:20]([CH3:24])[CH:21]=[CH:22][CH:23]=2)=[O:12])[CH:7]=[N:6]1.Cl.C([O-])(O)=O.[Na+]. (8) Given the product [F:20][C:21]1[CH:22]=[CH:23][C:24]([S:27]([N:30]([CH3:31])[CH2:32][C:33]([NH:19][CH2:18][C:3]2[CH:4]=[C:5]([C:8]3[CH:9]=[CH:10][C:11]([C:14]([F:16])([F:17])[F:15])=[CH:12][CH:13]=3)[CH:6]=[CH:7][C:2]=2[F:1])=[O:34])(=[O:28])=[O:29])=[CH:25][CH:26]=1, predict the reactants needed to synthesize it. The reactants are: [F:1][C:2]1[CH:7]=[CH:6][C:5]([C:8]2[CH:13]=[CH:12][C:11]([C:14]([F:17])([F:16])[F:15])=[CH:10][CH:9]=2)=[CH:4][C:3]=1[CH2:18][NH2:19].[F:20][C:21]1[CH:26]=[CH:25][C:24]([S:27]([N:30]([CH2:32][C:33](O)=[O:34])[CH3:31])(=[O:29])=[O:28])=[CH:23][CH:22]=1.CN(C(ON1N=NC2C=CC=NC1=2)=[N+](C)C)C.F[P-](F)(F)(F)(F)F.C(N(CC)C(C)C)(C)C.OS([O-])(=O)=O.[K+]. (9) Given the product [C:14]([O:18][C:19](=[O:25])[NH:20][CH2:21][CH2:22][CH2:23][NH:1][C:2]1[CH:10]=[C:9]2[C:5]([CH2:6][CH2:7][N:8]2[C:11](=[O:13])[CH3:12])=[CH:4][CH:3]=1)([CH3:17])([CH3:16])[CH3:15], predict the reactants needed to synthesize it. The reactants are: [NH2:1][C:2]1[CH:10]=[C:9]2[C:5]([CH2:6][CH2:7][N:8]2[C:11](=[O:13])[CH3:12])=[CH:4][CH:3]=1.[C:14]([O:18][C:19](=[O:25])[NH:20][CH2:21][CH2:22][CH2:23]Br)([CH3:17])([CH3:16])[CH3:15].C([O-])([O-])=O.[K+].[K+]. (10) Given the product [C:18]1([C:2]2[CH:3]=[C:4]3[CH2:10][C:9]4([CH:15]5[CH2:16][CH2:17][N:12]([CH2:13][CH2:14]5)[CH2:11]4)[O:8][C:5]3=[N:6][CH:7]=2)[CH:23]=[CH:22][CH:21]=[CH:20][CH:19]=1, predict the reactants needed to synthesize it. The reactants are: Br[C:2]1[CH:3]=[C:4]2[CH2:10][C:9]3([CH:15]4[CH2:16][CH2:17][N:12]([CH2:13][CH2:14]4)[CH2:11]3)[O:8][C:5]2=[N:6][CH:7]=1.[C:18]1(B(O)O)[CH:23]=[CH:22][CH:21]=[CH:20][CH:19]=1.COCCOC.C(=O)([O-])[O-].[Na+].[Na+].